From a dataset of Full USPTO retrosynthesis dataset with 1.9M reactions from patents (1976-2016). Predict the reactants needed to synthesize the given product. (1) Given the product [C:3]1([C:9]2[N:10]=[C:11]([CH2:14][OH:15])[S:12][CH:13]=2)[CH:4]=[CH:5][CH:6]=[CH:7][CH:8]=1, predict the reactants needed to synthesize it. The reactants are: [OH-].[K+].[C:3]1([C:9]2[N:10]=[C:11]([CH2:14][O:15]C(=O)C3C=CC=CC=3)[S:12][CH:13]=2)[CH:8]=[CH:7][CH:6]=[CH:5][CH:4]=1.C(O)(=O)C1C=CC=CC=1. (2) The reactants are: [CH3:1][O:2][C:3]([C:5]1[CH:10]=[CH:9][C:8]([C:11]2[C:12]([CH3:42])([CH3:41])[C@H:13]3[C@:26]([CH3:29])([CH2:27][CH:28]=2)[C@@H:25]2[C@:16]([CH3:40])([C@@:17]4([CH3:39])[C@H:22]([CH2:23][CH2:24]2)[C@H:21]2[C@H:30]([C:33]([CH3:35])=[CH2:34])[CH2:31][CH2:32][C@:20]2(C(O)=O)[CH2:19][CH2:18]4)[CH2:15][CH2:14]3)=[CH:7][CH:6]=1)=[O:4].C([N:45]([CH2:48]C)CC)C.C1(P(N=[N+]=[N-])(C2C=CC=CC=2)=[O:57])C=CC=CC=1. Given the product [N:45]([C@:20]12[CH2:32][CH2:31][C@@H:30]([C:33]([CH3:35])=[CH2:34])[C@@H:21]1[C@@H:22]1[C@@:17]([CH3:39])([CH2:18][CH2:19]2)[C@@:16]2([CH3:40])[C@@H:25]([C@:26]3([CH3:29])[C@@H:13]([CH2:14][CH2:15]2)[C:12]([CH3:41])([CH3:42])[C:11]([C:8]2[CH:9]=[CH:10][C:5]([C:3]([O:2][CH3:1])=[O:4])=[CH:6][CH:7]=2)=[CH:28][CH2:27]3)[CH2:24][CH2:23]1)=[C:48]=[O:57], predict the reactants needed to synthesize it. (3) The reactants are: COC1C=C[C:6]([O:11][CH2:12][O:13]C)=C(C=1)C=O.[CH3:15]SCS(C)=O.[OH-:21].[CH2:22]([N+](C)(C)C)[C:23]1[CH:28]=[CH:27][CH:26]=[CH:25][CH:24]=1.[OH2:33]. Given the product [OH:21][C:24]1[CH:25]=[CH:26][C:27]([O:33][CH3:15])=[CH:28][C:23]=1[CH2:22][C:12]([O:11][CH3:6])=[O:13], predict the reactants needed to synthesize it. (4) Given the product [Br:1][C:2]1[CH:3]=[C:4]([C:8]2[O:12][N:11]=[C:10]3[CH:13]=[CH:14][C:15]([C:17]4[CH:22]=[CH:21][N:20]=[C:19]([NH:23][C:31]([C:27]5[S:26][CH:30]=[CH:29][CH:28]=5)=[O:32])[N:18]=4)=[CH:16][C:9]=23)[CH:5]=[CH:6][CH:7]=1, predict the reactants needed to synthesize it. The reactants are: [Br:1][C:2]1[CH:3]=[C:4]([C:8]2[O:12][N:11]=[C:10]3[CH:13]=[CH:14][C:15]([C:17]4[CH:22]=[CH:21][N:20]=[C:19]([NH2:23])[N:18]=4)=[CH:16][C:9]=23)[CH:5]=[CH:6][CH:7]=1.[H-].[Na+].[S:26]1[CH:30]=[CH:29][CH:28]=[C:27]1[C:31](Cl)=[O:32]. (5) Given the product [CH3:39][O:40][C:41]([C:43]1[CH:48]=[C:47]([NH2:49])[N:46]=[C:45]([C:50]2[CH:55]=[CH:54][C:53]([Cl:58])=[CH:52][C:51]=2[F:59])[N:44]=1)=[O:42], predict the reactants needed to synthesize it. The reactants are: COC(C1C=C(N)N=C(C2C=CC(Cl)=CC=2)N=1)=O.COC(C1C=C(N)N=C(C2C=CC(Cl)=C(OC)C=2)N=1)=O.[CH3:39][O:40][C:41]([C:43]1[CH:48]=[C:47]([NH2:49])[N:46]=[C:45]([C:50]2[CH:55]=[C:54](OC)[C:53]([Cl:58])=[CH:52][C:51]=2[F:59])[N:44]=1)=[O:42].